From a dataset of Peptide-MHC class II binding affinity with 134,281 pairs from IEDB. Regression. Given a peptide amino acid sequence and an MHC pseudo amino acid sequence, predict their binding affinity value. This is MHC class II binding data. (1) The peptide sequence is QVMLLVLCAVQLLLM. The MHC is DRB1_0101 with pseudo-sequence DRB1_0101. The binding affinity (normalized) is 0.236. (2) The peptide sequence is VAKCNQNHDSEFCDM. The MHC is DRB1_0101 with pseudo-sequence DRB1_0101. The binding affinity (normalized) is 0.202. (3) The peptide sequence is AALMMAVSLMVGVSI. The MHC is HLA-DQA10301-DQB10302 with pseudo-sequence HLA-DQA10301-DQB10302. The binding affinity (normalized) is 0. (4) The peptide sequence is LSQLQTYMIQFDQYI. The MHC is HLA-DPA10201-DPB10501 with pseudo-sequence HLA-DPA10201-DPB10501. The binding affinity (normalized) is 0.231. (5) The peptide sequence is VPLYNRFSYIPNGAL. The MHC is DRB1_0701 with pseudo-sequence DRB1_0701. The binding affinity (normalized) is 0.736.